From a dataset of NCI-60 drug combinations with 297,098 pairs across 59 cell lines. Regression. Given two drug SMILES strings and cell line genomic features, predict the synergy score measuring deviation from expected non-interaction effect. (1) Drug 1: C1CC(C1)(C(=O)O)C(=O)O.[NH2-].[NH2-].[Pt+2]. Drug 2: CC1=C(C=C(C=C1)C(=O)NC2=CC(=CC(=C2)C(F)(F)F)N3C=C(N=C3)C)NC4=NC=CC(=N4)C5=CN=CC=C5. Cell line: UO-31. Synergy scores: CSS=-0.415, Synergy_ZIP=1.25, Synergy_Bliss=1.58, Synergy_Loewe=-0.247, Synergy_HSA=-1.11. (2) Drug 1: C1CN1C2=NC(=NC(=N2)N3CC3)N4CC4. Drug 2: C1CC(=O)NC(=O)C1N2CC3=C(C2=O)C=CC=C3N. Cell line: NCI/ADR-RES. Synergy scores: CSS=43.3, Synergy_ZIP=-2.24, Synergy_Bliss=-2.69, Synergy_Loewe=-6.72, Synergy_HSA=-2.09. (3) Drug 1: CC1=C(C=C(C=C1)NC2=NC=CC(=N2)N(C)C3=CC4=NN(C(=C4C=C3)C)C)S(=O)(=O)N.Cl. Drug 2: C1CNP(=O)(OC1)N(CCCl)CCCl. Cell line: HCC-2998. Synergy scores: CSS=-13.0, Synergy_ZIP=6.29, Synergy_Bliss=-4.71, Synergy_Loewe=-16.4, Synergy_HSA=-16.4. (4) Drug 1: CC1=C(C(CCC1)(C)C)C=CC(=CC=CC(=CC(=O)O)C)C. Drug 2: C1=NNC2=C1C(=O)NC=N2. Cell line: NCI-H322M. Synergy scores: CSS=6.05, Synergy_ZIP=-2.89, Synergy_Bliss=-2.23, Synergy_Loewe=-0.170, Synergy_HSA=-2.18. (5) Drug 1: C1=CC(=CC=C1CCCC(=O)O)N(CCCl)CCCl. Drug 2: CC(C)(C#N)C1=CC(=CC(=C1)CN2C=NC=N2)C(C)(C)C#N. Cell line: HCC-2998. Synergy scores: CSS=-4.12, Synergy_ZIP=-6.05, Synergy_Bliss=-11.3, Synergy_Loewe=-11.7, Synergy_HSA=-11.2. (6) Drug 1: C1CC2CC3=C(CC1C24CN(S(=O)(=O)N4)CC(F)(F)F)C=CC(=C3)C=CCN5CCC(CC5)C(F)(F)F. Drug 2: CC1OCC2C(O1)C(C(C(O2)OC3C4COC(=O)C4C(C5=CC6=C(C=C35)OCO6)C7=CC(=C(C(=C7)OC)O)OC)O)O. Cell line: SK-OV-3. Synergy scores: CSS=31.2, Synergy_ZIP=6.82, Synergy_Bliss=10.6, Synergy_Loewe=1.30, Synergy_HSA=9.70. (7) Drug 1: CNC(=O)C1=NC=CC(=C1)OC2=CC=C(C=C2)NC(=O)NC3=CC(=C(C=C3)Cl)C(F)(F)F. Drug 2: CCC1(CC2CC(C3=C(CCN(C2)C1)C4=CC=CC=C4N3)(C5=C(C=C6C(=C5)C78CCN9C7C(C=CC9)(C(C(C8N6C)(C(=O)OC)O)OC(=O)C)CC)OC)C(=O)OC)O.OS(=O)(=O)O. Cell line: SNB-75. Synergy scores: CSS=0.568, Synergy_ZIP=0.637, Synergy_Bliss=-0.0659, Synergy_Loewe=-1.09, Synergy_HSA=-1.97. (8) Cell line: KM12. Drug 1: CS(=O)(=O)C1=CC(=C(C=C1)C(=O)NC2=CC(=C(C=C2)Cl)C3=CC=CC=N3)Cl. Synergy scores: CSS=35.2, Synergy_ZIP=5.89, Synergy_Bliss=8.19, Synergy_Loewe=9.35, Synergy_HSA=11.2. Drug 2: C1=CC(=CC=C1CCC2=CNC3=C2C(=O)NC(=N3)N)C(=O)NC(CCC(=O)O)C(=O)O. (9) Drug 1: C1CN(P(=O)(OC1)NCCCl)CCCl. Drug 2: C(CN)CNCCSP(=O)(O)O. Cell line: SF-268. Synergy scores: CSS=-4.54, Synergy_ZIP=3.57, Synergy_Bliss=3.06, Synergy_Loewe=1.16, Synergy_HSA=-1.69. (10) Drug 1: COC1=CC(=CC(=C1O)OC)C2C3C(COC3=O)C(C4=CC5=C(C=C24)OCO5)OC6C(C(C7C(O6)COC(O7)C8=CC=CS8)O)O. Drug 2: CC12CCC3C(C1CCC2OP(=O)(O)O)CCC4=C3C=CC(=C4)OC(=O)N(CCCl)CCCl.[Na+]. Cell line: T-47D. Synergy scores: CSS=37.9, Synergy_ZIP=-2.76, Synergy_Bliss=-0.0148, Synergy_Loewe=-24.1, Synergy_HSA=0.415.